From a dataset of Forward reaction prediction with 1.9M reactions from USPTO patents (1976-2016). Predict the product of the given reaction. (1) Given the reactants [F:1][C:2]1[CH:3]=[CH:4][C:5]2[N:6]([C:8]([N:11]3[CH2:16][CH2:15][CH2:14][C@@H:13]([CH2:17][OH:18])[CH2:12]3)=[N:9][N:10]=2)[CH:7]=1.CCN(CC)CC.FC(F)(F)S(O[Si:32]([CH:39]([CH3:41])[CH3:40])([CH:36]([CH3:38])[CH3:37])[CH:33]([CH3:35])[CH3:34])(=O)=O.O, predict the reaction product. The product is: [F:1][C:2]1[CH:3]=[CH:4][C:5]2[N:6]([C:8]([N:11]3[CH2:16][CH2:15][CH2:14][C@@H:13]([CH2:17][O:18][Si:32]([CH:39]([CH3:41])[CH3:40])([CH:36]([CH3:38])[CH3:37])[CH:33]([CH3:35])[CH3:34])[CH2:12]3)=[N:9][N:10]=2)[CH:7]=1. (2) Given the reactants Br[C:2]1[C:3]([C:15]2[CH:20]=[CH:19][CH:18]=[CH:17][C:16]=2[Cl:21])=[N:4][O:5][C:6]=1[C:7]1[CH:12]=[CH:11][C:10]([O:13][CH3:14])=[CH:9][CH:8]=1.CC1(C)C(C)(C)OB([C:30]2[CH:35]=[CH:34][C:33]([OH:36])=[CH:32][CH:31]=2)O1.O, predict the reaction product. The product is: [Cl:21][C:16]1[CH:17]=[CH:18][CH:19]=[CH:20][C:15]=1[C:3]1[C:2]([C:30]2[CH:35]=[CH:34][C:33]([OH:36])=[CH:32][CH:31]=2)=[C:6]([C:7]2[CH:12]=[CH:11][C:10]([O:13][CH3:14])=[CH:9][CH:8]=2)[O:5][N:4]=1.